Dataset: Peptide-MHC class I binding affinity with 185,985 pairs from IEDB/IMGT. Task: Regression. Given a peptide amino acid sequence and an MHC pseudo amino acid sequence, predict their binding affinity value. This is MHC class I binding data. (1) The peptide sequence is TYGWNLVKL. The MHC is HLA-A23:01 with pseudo-sequence HLA-A23:01. The binding affinity (normalized) is 0.755. (2) The peptide sequence is AQFSPQYL. The MHC is HLA-A23:01 with pseudo-sequence HLA-A23:01. The binding affinity (normalized) is 0. (3) The peptide sequence is AVRLVVGPL. The MHC is HLA-B38:01 with pseudo-sequence HLA-B38:01. The binding affinity (normalized) is 0.0847. (4) The peptide sequence is VMSELFDTL. The MHC is HLA-B27:05 with pseudo-sequence HLA-B27:05. The binding affinity (normalized) is 0.0372. (5) The peptide sequence is DAYRRIHSL. The MHC is HLA-A03:01 with pseudo-sequence HLA-A03:01. The binding affinity (normalized) is 0. (6) The peptide sequence is VKKLWGHLP. The MHC is HLA-A30:01 with pseudo-sequence HLA-A30:01. The binding affinity (normalized) is 0.0847.